Predict the reactants needed to synthesize the given product. From a dataset of Full USPTO retrosynthesis dataset with 1.9M reactions from patents (1976-2016). (1) The reactants are: C(OC(=O)[NH:7][C@H:8]([CH:14]([OH:21])[C:15]([NH:17][CH:18]1[CH2:20][CH2:19]1)=[O:16])[CH2:9][CH:10]1[CH2:13][CH2:12][CH2:11]1)(C)(C)C.[F:23][C:24]([F:29])([F:28])[C:25]([OH:27])=[O:26]. Given the product [F:23][C:24]([F:29])([F:28])[C:25]([OH:27])=[O:26].[NH2:7][C@@H:8]([CH2:9][CH:10]1[CH2:11][CH2:12][CH2:13]1)[CH:14]([OH:21])[C:15]([NH:17][CH:18]1[CH2:20][CH2:19]1)=[O:16], predict the reactants needed to synthesize it. (2) Given the product [CH3:25][O:26][C:6](=[O:8])[C:5]1[CH:9]=[CH:10][C:2]([Br:1])=[C:3]([C:11]([O:13][CH3:19])=[O:12])[CH:4]=1, predict the reactants needed to synthesize it. The reactants are: [Br:1][C:2]1[CH:10]=[CH:9][C:5]([C:6]([OH:8])=O)=[CH:4][C:3]=1[C:11]([OH:13])=[O:12].S(=O)(=O)(O)O.[CH3:19]CCCCC.[CH3:25][OH:26]. (3) Given the product [CH:20]([C:18]1[CH:17]=[CH:16][C:15]([O:23][CH3:24])=[C:14]([C:3]2[C:2]([CH:32]=[O:33])=[CH:7][C:6]([C:8]([F:9])([F:11])[F:10])=[C:5]([O:12][CH3:13])[CH:4]=2)[CH:19]=1)([CH3:22])[CH3:21], predict the reactants needed to synthesize it. The reactants are: Br[C:2]1[CH:7]=[C:6]([C:8]([F:11])([F:10])[F:9])[C:5]([O:12][CH3:13])=[CH:4][C:3]=1[C:14]1[CH:19]=[C:18]([CH:20]([CH3:22])[CH3:21])[CH:17]=[CH:16][C:15]=1[O:23][CH3:24].C([Li])CCC.CN(C)[CH:32]=[O:33].[Cl-].[NH4+]. (4) The reactants are: [N+:1]([C:4]1[CH:5]=[N:6][C:7]2[C:12]([C:13]=1O)=[CH:11][CH:10]=[CH:9][CH:8]=2)([O-:3])=[O:2].CN(C=O)C.S(Cl)(Cl)=O.[C:24]([O:28][C:29](=[O:35])[NH:30][CH2:31][CH2:32][CH2:33][NH2:34])([CH3:27])([CH3:26])[CH3:25]. Given the product [N+:1]([C:4]1[CH:5]=[N:6][C:7]2[C:12]([C:13]=1[NH:34][CH2:33][CH2:32][CH2:31][NH:30][C:29](=[O:35])[O:28][C:24]([CH3:26])([CH3:25])[CH3:27])=[CH:11][CH:10]=[CH:9][CH:8]=2)([O-:3])=[O:2], predict the reactants needed to synthesize it.